From a dataset of Forward reaction prediction with 1.9M reactions from USPTO patents (1976-2016). Predict the product of the given reaction. (1) Given the reactants [Cl:1][C:2]1[CH:7]=[C:6]([Cl:8])[CH:5]=[CH:4][C:3]=1[C:9]1[S:13][C:12]([C:14]([N:16]2[CH2:21][CH2:20][C:19]([C:25]3[CH:30]=[CH:29][CH:28]=[CH:27][CH:26]=3)([C:22]([NH2:24])=[O:23])[CH2:18][CH2:17]2)=[O:15])=[CH:11][C:10]=1[C:31]1[CH:36]=[CH:35][C:34]([O:37]C)=[CH:33][CH:32]=1.B(Br)(Br)Br, predict the reaction product. The product is: [Cl:1][C:2]1[CH:7]=[C:6]([Cl:8])[CH:5]=[CH:4][C:3]=1[C:9]1[S:13][C:12]([C:14]([N:16]2[CH2:17][CH2:18][C:19]([C:25]3[CH:30]=[CH:29][CH:28]=[CH:27][CH:26]=3)([C:22]([NH2:24])=[O:23])[CH2:20][CH2:21]2)=[O:15])=[CH:11][C:10]=1[C:31]1[CH:32]=[CH:33][C:34]([OH:37])=[CH:35][CH:36]=1. (2) Given the reactants [NH2:1][C:2]1[C:3]([CH3:13])=[C:4]([CH:9]=[C:10]([F:12])[CH:11]=1)[C:5]([O:7][CH3:8])=[O:6].[CH2:14]([N:21]1[C@@H:26]([CH3:27])[CH2:25][C:24](=O)[CH2:23][C@H:22]1[CH3:29])[C:15]1[CH:20]=[CH:19][CH:18]=[CH:17][CH:16]=1.C(O[BH-](OC(=O)C)OC(=O)C)(=O)C.[Na+].C([O-])(O)=O.[Na+], predict the reaction product. The product is: [CH2:14]([N:21]1[C@H:26]([CH3:27])[CH2:25][CH:24]([NH:1][C:2]2[C:3]([CH3:13])=[C:4]([CH:9]=[C:10]([F:12])[CH:11]=2)[C:5]([O:7][CH3:8])=[O:6])[CH2:23][C@H:22]1[CH3:29])[C:15]1[CH:20]=[CH:19][CH:18]=[CH:17][CH:16]=1. (3) Given the reactants C=CC1C=CC=CC=1.C(O)(=O)C=C.CO.[OH-].[K+].[CH3:18][C:19]1[CH:24]=[CH:23][C:22]2[NH:25][C:26]3[C:31]([C:32](=[O:33])[C:21]=2[CH:20]=1)=[CH:30][C:29]1[NH:34][C:35]2[CH:42]=[CH:41][C:40]([CH3:43])=[CH:39][C:36]=2[C:37](=[O:38])[C:28]=1[CH:27]=3, predict the reaction product. The product is: [CH:40]1[CH:39]=[C:36]2[C:37]([C:28]3[C:29]([NH:34][C:35]2=[CH:42][CH:41]=1)=[CH:30][C:31]1[C:32]([C:21]2[C:22]([NH:25][C:26]=1[CH:27]=3)=[CH:23][CH:24]=[CH:19][CH:20]=2)=[O:33])=[O:38].[CH3:18][C:19]1[CH:24]=[CH:23][C:22]2[NH:25][C:26]3[C:31]([C:32](=[O:33])[C:21]=2[CH:20]=1)=[CH:30][C:29]1[NH:34][C:35]2[CH:42]=[CH:41][C:40]([CH3:43])=[CH:39][C:36]=2[C:37](=[O:38])[C:28]=1[CH:27]=3. (4) The product is: [Cl:33][C:34]1[C:35]2[CH:42]=[CH:41][N:40]([C@@H:13]3[O:16][C@H:17]([CH2:18][O:19][CH2:20][C:21]4[CH:26]=[CH:25][C:24]([Cl:27])=[CH:23][C:22]=4[Cl:28])[C@@H:11]([O:10][CH2:9][C:3]4[CH:4]=[CH:5][C:6]([Cl:8])=[CH:7][C:2]=4[Cl:1])[C@@:12]3([CH3:30])[OH:29])[C:36]=2[N:37]=[CH:38][N:39]=1. Given the reactants [Cl:1][C:2]1[CH:7]=[C:6]([Cl:8])[CH:5]=[CH:4][C:3]=1[CH2:9][O:10][C@@H:11]1[C@@H:17]([CH2:18][O:19][CH2:20][C:21]2[CH:26]=[CH:25][C:24]([Cl:27])=[CH:23][C:22]=2[Cl:28])[O:16][C@H:13](OC)[C@:12]1([CH3:30])[OH:29].Br.[Na].[Cl:33][C:34]1[N:39]=[CH:38][NH:37][C:36]2=[N:40][CH:41]=[CH:42][C:35]=12.C(#N)C, predict the reaction product.